From a dataset of CYP2C19 inhibition data for predicting drug metabolism from PubChem BioAssay. Regression/Classification. Given a drug SMILES string, predict its absorption, distribution, metabolism, or excretion properties. Task type varies by dataset: regression for continuous measurements (e.g., permeability, clearance, half-life) or binary classification for categorical outcomes (e.g., BBB penetration, CYP inhibition). Dataset: cyp2c19_veith. (1) The drug is C=CC[C@@H]1C=C[C@@H](O/N=C\[C@@H](NS(=O)(=O)c2ccc(C)cc2)[C@H](C)/C=C\CC(=O)OC)[C@@H](CO)O1. The result is 0 (non-inhibitor). (2) The compound is CN1[C@H]2CC(OC(=O)[C@@H](CO)c3ccccc3)C[C@H]1[C@H]1O[C@@H]21. The result is 0 (non-inhibitor). (3) The molecule is COc1cccc(Cn2c(=O)c(-c3cn(C)c4ccccc34)nc3cncnc32)c1. The result is 0 (non-inhibitor). (4) The drug is COc1ccc(CNc2ncnc3ccc(-c4ccccc4C#N)cc23)c(OC)c1. The result is 0 (non-inhibitor). (5) The molecule is COC(=O)c1cn[nH]c1NC(=S)Nc1ccccc1C. The result is 1 (inhibitor).